From a dataset of Experimentally validated miRNA-target interactions with 360,000+ pairs, plus equal number of negative samples. Binary Classification. Given a miRNA mature sequence and a target amino acid sequence, predict their likelihood of interaction. (1) The miRNA is hsa-miR-3199 with sequence AGGGACUGCCUUAGGAGAAAGUU. Result: 0 (no interaction). The protein sequence of the target gene is MAMAKARKPREALLWALSDLEENDFKKLKFYLRDMTLSEGQPPLARGELEGLIPVDLAELLISKYGEKEAVKVVLKGLKVMNLLELVDQLSHICLHDYREVYREHVRCLEEWQEAGVNGRYNQVLLVAKPSSESPESLACPFPEQELESVTVEALFDSGEKPSLAPSLVVLQGSAGTGKTTLARKMVLDWATGTLYPGRFDYVFYVSCKEVVLLLESKLEQLLFWCCGDNQAPVTEILRQPERLLFILDGFDELQRPFEEKLKKRGLSPKESLLHLLIRRHTLPTCSLLITTRPLALRNL.... (2) The miRNA is rno-miR-7a-5p with sequence UGGAAGACUAGUGAUUUUGUUGU. The protein sequence of the target gene is MIKLFSLKQQKKEEESAGGTKGSSKKASAAQLRIQKDINELNLPKTCDISFSDPDDLLNFKLVICPDEGFYKSGKFVFSFKVGQGYPHDPPKVKCETMVYHPNIDLEGNVCLNILREDWKPVLTINSIIYGLQYLFLEPNPEDPLNKEAAEVLQNNRRLFEQNVQRSMRGGYIGSTYFERCLK. Result: 0 (no interaction). (3) The miRNA is hsa-miR-7-5p with sequence UGGAAGACUAGUGAUUUUGUUGUU. The protein sequence of the target gene is MVTLAELLVLLAALLATVSGYFVSIDAHAEECFFERVTSGTKMGLIFEVAEGGFLDIDVEITGPDNKGIYKGDRESSGKYTFAAHMDGTYKFCFSNRMSTMTPKIVMFTIDIGEAPKGQDMETEAHQNKLEEMINELAVAMTAVKHEQEYMEVRERIHRAINDNTNSRVVLWSFFEALVLVAMTLGQIYYLKRFFEVRRVV. Result: 1 (interaction). (4) The miRNA is mmu-miR-3067-5p with sequence AGUUCUCAGGCCCGCUGUGGUGU. The protein sequence of the target gene is MPYVDRQNRICGFLDIEDNENSGKFLRRYFILDTQANCLLWYMDNPQNLAVGAGAVGSLQLTYISKVSIATPKQKPKTPFCFVINALSQRYFLQANDQKDLKDWVEALNQASKITVPKAGTVPLATEVLKNLTAPPTLEKKPQVAYKTEIIGGVVVQTPISQNGGDGQEGCEPGTHAFLRRSQSYIPTSGCRPSTGPPLIKSGYCVKQGNVRKSWKRRFFALDDFTICYFKCEQDREPLRTIPLKDVLKTHECLVKSGDLLMRDNLFEIITTSRTFYVQADSPEDMHSWIEGIGAAVQAL.... Result: 0 (no interaction). (5) Result: 0 (no interaction). The protein sequence of the target gene is MASLRRVKVLLVLNLIAVAGFVLFLAKCRPIAVRSGDAFHEIRPRAEVANLSAHSASPIQDAVLKRLSLLEDIVYRQLNGLSKSLGLIEGYGGRGKGGLPATLSPAEEEKAKGPHEKYGYNSYLSEKISLDRSIPDYRPTKCKELKYSKDLPQISIIFIFVNEALSVILRSVHSAVNHTPTHLLKEIILVDDNSDEEELKVPLEEYVHKRYPGLVKVVRNQKREGLIRARIEGWKVATGQVTGFFDAHVEFTAGWAEPVLSRIQENRKRVILPSIDNIKQDNFEVQRYENSAHGYSWELW.... The miRNA is cel-miR-792-3p with sequence UUGAAAUCUCUUCAACUUUCAGA. (6) The miRNA is mmu-miR-202-5p with sequence UUCCUAUGCAUAUACUUCUUU. The protein sequence of the target gene is MATSGGEEAAAAAPAPGAPATGQDTTPGWEVAVRPLLSASYSAFEMKELPQLVASVIESESEILHHEKQYEPFYSSFVALSTHYITTVCSLIPRNQLQSVAAACKVLIEFSLLRLENPDEACAVSQKHLILLIKGLCTGCSRLDRTEIITFTAMMKSAKLPQTVKTLSDVEDQKELASPVSPELRQKEVQMNFLNQLTSVFNPRTVPSPPISPQALVEGENDEQSSPDQVSAAKTKSVFIAQNVASLQELGGSEKLLRVCLNLPYFLRYINRFQDAVVANSFFIMPATVADATAVRNGFH.... Result: 0 (no interaction). (7) The miRNA is hsa-miR-4433a-3p with sequence ACAGGAGUGGGGGUGGGACAU. The protein sequence of the target gene is MGSILSRRIAGVEDIDIQANSAYRYPPKSGNYFASHFFMGGEKFDTPHPEGYLFGENMDLNFLGSRPVQFPYVTPAPHEPVKTLRSLVNIRKDSLRLVRYKDDADSPTEDGDKPRVLYSLEFTFDADARVAITIYCQASEEFLNGRAVYSPKSPSLQSETVHYKRGVSQQFSLPSFKIDFSEWKDDELNFDLDRGVFPVVIQAVVDEGDVVEVTGHAHVLLAAFEKHMDGSFSVKPLKQKQIVDRVSYLLQEIYGIENKNNQETKPSDDENSDNSNECVVCLSDLRDTLILPCRHLCLCT.... Result: 1 (interaction).